From a dataset of Reaction yield outcomes from USPTO patents with 853,638 reactions. Predict the reaction yield, written as a fraction of the theoretical maximum amount of product (1.0 means a 100% yield; for example, 0.34 means a 34% yield). The reactants are [NH2:1][C:2]1[C:10]([F:11])=[CH:9][CH:8]=[CH:7][C:3]=1[C:4]([OH:6])=[O:5].[Br:12]Br.Br. The catalyst is C(Cl)(Cl)Cl. The product is [NH2:1][C:2]1[C:10]([F:11])=[CH:9][C:8]([Br:12])=[CH:7][C:3]=1[C:4]([OH:6])=[O:5]. The yield is 0.950.